From a dataset of Peptide-MHC class I binding affinity with 185,985 pairs from IEDB/IMGT. Regression. Given a peptide amino acid sequence and an MHC pseudo amino acid sequence, predict their binding affinity value. This is MHC class I binding data. (1) The peptide sequence is NEYRQYLDA. The MHC is HLA-B44:03 with pseudo-sequence HLA-B44:03. The binding affinity (normalized) is 0.141. (2) The peptide sequence is RRMGGLRKY. The MHC is HLA-B39:01 with pseudo-sequence HLA-B39:01. The binding affinity (normalized) is 0.0847. (3) The MHC is HLA-A68:02 with pseudo-sequence HLA-A68:02. The peptide sequence is STSPTRTWKV. The binding affinity (normalized) is 0.550. (4) The peptide sequence is EIVSHLRAST. The MHC is HLA-A02:02 with pseudo-sequence HLA-A02:02. The binding affinity (normalized) is 0.210. (5) The peptide sequence is YECTSRHFT. The MHC is HLA-A26:02 with pseudo-sequence HLA-A26:02. The binding affinity (normalized) is 0.0847. (6) The MHC is HLA-B58:01 with pseudo-sequence HLA-B58:01. The peptide sequence is IIGLLKIFR. The binding affinity (normalized) is 0.0847. (7) The binding affinity (normalized) is 0.535. The peptide sequence is KRHGQRVGR. The MHC is HLA-B27:05 with pseudo-sequence HLA-B27:05. (8) The peptide sequence is TESESRLV. The MHC is Mamu-A11 with pseudo-sequence Mamu-A11. The binding affinity (normalized) is 0.386. (9) The peptide sequence is WRFDSHLAF. The MHC is HLA-A24:02 with pseudo-sequence HLA-A24:02. The binding affinity (normalized) is 0.220.